From a dataset of Full USPTO retrosynthesis dataset with 1.9M reactions from patents (1976-2016). Predict the reactants needed to synthesize the given product. (1) Given the product [F:14][C:11]1([F:15])[CH2:12][CH2:13][CH:8]([C:6](=[O:7])[CH3:1])[CH2:9][CH2:10]1, predict the reactants needed to synthesize it. The reactants are: [CH3:1][Li].CON(C)[C:6]([CH:8]1[CH2:13][CH2:12][C:11]([F:15])([F:14])[CH2:10][CH2:9]1)=[O:7]. (2) Given the product [Cl:39][CH:2]([O:3][C:27]([Cl:26])=[O:29])[C:1]([O:5][CH2:6][C:7]1[CH:12]=[CH:11][CH:10]=[CH:9][CH:8]=1)=[O:4], predict the reactants needed to synthesize it. The reactants are: [C:1]([O:5][CH2:6][C:7]1[CH:12]=[CH:11][CH:10]=[CH:9][CH:8]=1)(=[O:4])[CH:2]=[O:3].N1C=CC=CC=1.C(=O)=O.CC(C)=O.[Cl:26][C:27](Cl)([O:29]C(=O)OC(Cl)(Cl)Cl)Cl.C(Cl)(Cl)(Cl)[Cl:39]. (3) Given the product [F:27][C:21]1[CH:22]=[C:23]2[C:18](=[CH:19][C:20]=1[F:28])[N:17]=[C:16]([NH:15][CH2:14][C@@H:9]1[CH2:10][CH2:11][CH2:12][CH2:13][NH:8]1)[C:25]([CH3:26])=[N:24]2, predict the reactants needed to synthesize it. The reactants are: C(OC([N:8]1[CH2:13][CH2:12][CH2:11][CH2:10][C@H:9]1[CH2:14][NH:15][C:16]1[C:25]([CH3:26])=[N:24][C:23]2[C:18](=[CH:19][C:20]([F:28])=[C:21]([F:27])[CH:22]=2)[N:17]=1)=O)(C)(C)C. (4) Given the product [NH:22]1[C:12]2[CH2:11][CH2:10][N:9]([C:14]([O:16][C:17]([CH3:20])([CH3:19])[CH3:18])=[O:15])[CH2:8][C:7]=2[C:5]([C:4]([O:3][CH2:1][CH3:2])=[O:21])=[N:23]1, predict the reactants needed to synthesize it. The reactants are: [CH2:1]([O:3][C:4](=[O:21])[C:5]([CH:7]1[C:12](=O)[CH2:11][CH2:10][N:9]([C:14]([O:16][C:17]([CH3:20])([CH3:19])[CH3:18])=[O:15])[CH2:8]1)=O)[CH3:2].[NH2:22][NH2:23].O.C(OCC)(=O)C. (5) The reactants are: [Cl:1][C:2]1[CH:7]=[CH:6][C:5]([CH:8]([CH:10]2[CH2:15][CH2:14][O:13][CH2:12][CH2:11]2)O)=[CH:4][CH:3]=1.O.C(#N)C.C(O)(C(F)(F)F)=O.C1(CC([N:38]2[C:46]3[CH:45]=[C:44]([C:47]([O:49][CH3:50])=[O:48])[CH:43]=[CH:42][C:41]=3[C:40]3[N:51]=[CH:52][C:53]([C:55]4[N:59]([CH3:60])[N:58]=[N:57][C:56]=4[CH3:61])=[CH:54][C:39]2=3)C2CCOCC2)CC1. Given the product [Cl:1][C:2]1[CH:7]=[CH:6][C:5]([CH:8]([CH:10]2[CH2:15][CH2:14][O:13][CH2:12][CH2:11]2)[N:38]2[C:46]3[CH:45]=[C:44]([C:47]([O:49][CH3:50])=[O:48])[CH:43]=[CH:42][C:41]=3[C:40]3[N:51]=[CH:52][C:53]([C:55]4[N:59]([CH3:60])[N:58]=[N:57][C:56]=4[CH3:61])=[CH:54][C:39]2=3)=[CH:4][CH:3]=1, predict the reactants needed to synthesize it. (6) Given the product [CH3:1][C:2]1[CH:3]=[C:4]([NH:9][CH2:10][CH2:11][C:12]2[CH:17]=[CH:16][C:15]([CH3:18])=[CH:14][N:13]=2)[CH:5]=[CH:6][C:7]=1[CH3:8], predict the reactants needed to synthesize it. The reactants are: [CH3:1][C:2]1[CH:3]=[C:4]([NH:9][C:10](=O)[CH2:11][C:12]2[CH:17]=[CH:16][C:15]([CH3:18])=[CH:14][N:13]=2)[CH:5]=[CH:6][C:7]=1[CH3:8].B.O1CCCC1. (7) The reactants are: ClC(OC1C=CC=CC=1)=O.NC1C(C)=CC(Cl)=CC=1C(O)=O.[Cl:23][C:24]1[CH:25]=[C:26]([CH3:43])[C:27]([NH:33][C:34]([O:36]C2C=CC=CC=2)=[O:35])=[C:28]([CH:32]=1)[C:29]([OH:31])=O. Given the product [Cl:23][C:24]1[CH:25]=[C:26]([CH3:43])[C:27]2[NH:33][C:34](=[O:35])[O:36][C:29](=[O:31])[C:28]=2[CH:32]=1, predict the reactants needed to synthesize it. (8) Given the product [Br:1][C:2]1[CH:7]=[CH:6][C:5]([NH:8][C:9]2[CH:14]=[CH:13][N:12]=[C:11]([N:22]3[CH2:21][C:20]4[C:24](=[CH:25][CH:26]=[C:18]([O:17][CH3:16])[CH:19]=4)[CH2:23]3)[N:10]=2)=[CH:4][CH:3]=1, predict the reactants needed to synthesize it. The reactants are: [Br:1][C:2]1[CH:7]=[CH:6][C:5]([NH:8][C:9]2[CH:14]=[CH:13][N:12]=[C:11](Cl)[N:10]=2)=[CH:4][CH:3]=1.[CH3:16][O:17][C:18]1[CH:19]=[C:20]2[C:24](=[CH:25][CH:26]=1)[CH2:23][NH:22][CH2:21]2.CCN(C(C)C)C(C)C. (9) Given the product [Cl:8][C:7]1[C:2]([Cl:1])=[C:3]([CH2:10][CH2:11][C:12](=[O:13])[C:14]2[S:15][C:16]([C:19]3[CH:24]=[CH:23][C:22]([C:25]([F:27])([F:28])[F:26])=[CH:21][CH:20]=3)=[CH:17][CH:18]=2)[CH:4]=[CH:5][C:6]=1[O:9][CH2:30][C:31]([O:33][C:34]([CH3:37])([CH3:36])[CH3:35])=[O:32], predict the reactants needed to synthesize it. The reactants are: [Cl:1][C:2]1[C:7]([Cl:8])=[C:6]([OH:9])[CH:5]=[CH:4][C:3]=1[CH2:10][CH2:11][C:12]([C:14]1[S:15][C:16]([C:19]2[CH:24]=[CH:23][C:22]([C:25]([F:28])([F:27])[F:26])=[CH:21][CH:20]=2)=[CH:17][CH:18]=1)=[O:13].Br[CH2:30][C:31]([O:33][C:34]([CH3:37])([CH3:36])[CH3:35])=[O:32].